Dataset: Peptide-MHC class II binding affinity with 134,281 pairs from IEDB. Task: Regression. Given a peptide amino acid sequence and an MHC pseudo amino acid sequence, predict their binding affinity value. This is MHC class II binding data. The MHC is DRB1_1101 with pseudo-sequence DRB1_1101. The peptide sequence is TMSLYMAISPKFTTS. The binding affinity (normalized) is 0.586.